Dataset: Full USPTO retrosynthesis dataset with 1.9M reactions from patents (1976-2016). Task: Predict the reactants needed to synthesize the given product. (1) Given the product [C:1]1([C:15]2[CH:22]=[C:21]([N+:23]([O-:25])=[O:24])[CH:20]=[CH:19][C:16]=2[C:17]#[N:18])[C:10]2[C:5](=[CH:6][CH:7]=[CH:8][CH:9]=2)[CH:4]=[CH:3][CH:2]=1, predict the reactants needed to synthesize it. The reactants are: [C:1]1(B(O)O)[C:10]2[C:5](=[CH:6][CH:7]=[CH:8][CH:9]=2)[CH:4]=[CH:3][CH:2]=1.Cl[C:15]1[CH:22]=[C:21]([N+:23]([O-:25])=[O:24])[CH:20]=[CH:19][C:16]=1[C:17]#[N:18].C([O-])([O-])=O.[Na+].[Na+]. (2) Given the product [Cl:24][C:16]1[CH:17]=[C:18]([N+:21]([O-:23])=[O:22])[CH:19]=[CH:20][C:15]=1[O:14][CH:11]1[CH2:12][CH2:13][N:8]([CH3:6])[CH:9]([CH3:25])[CH2:10]1, predict the reactants needed to synthesize it. The reactants are: C(O[C:6]([N:8]1[CH2:13][CH2:12][CH:11]([O:14][C:15]2[CH:20]=[CH:19][C:18]([N+:21]([O-:23])=[O:22])=[CH:17][C:16]=2[Cl:24])[CH2:10][CH:9]1[CH3:25])=O)(C)(C)C.C=O.C(=O)([O-])[O-].[K+].[K+]. (3) Given the product [OH:1][C:2]1[N:7]2[N:8]=[CH:9][C:10]([C:11]([OH:13])=[O:12])=[C:6]2[N:5]=[C:4]([C:16]2[CH:21]=[CH:20][CH:19]=[CH:18][N:17]=2)[CH:3]=1, predict the reactants needed to synthesize it. The reactants are: [OH:1][C:2]1[N:7]2[N:8]=[CH:9][C:10]([C:11]([O:13]CC)=[O:12])=[C:6]2[N:5]=[C:4]([C:16]2[CH:21]=[CH:20][CH:19]=[CH:18][N:17]=2)[CH:3]=1.[OH-].[Na+].C(O)C.Cl.